From a dataset of Rat liver microsome stability data. Regression/Classification. Given a drug SMILES string, predict its absorption, distribution, metabolism, or excretion properties. Task type varies by dataset: regression for continuous measurements (e.g., permeability, clearance, half-life) or binary classification for categorical outcomes (e.g., BBB penetration, CYP inhibition). Dataset: rlm. (1) The drug is COc1ccc(C2(CNC(=O)[C@](C)(Cc3c[nH]c4ccccc34)NC(=O)Nc3ccc([N+](=O)[O-])cc3)CCCCC2)nc1. The result is 1 (stable in rat liver microsomes). (2) The drug is Cc1ccc(-c2cc(C(=O)Nc3ccc(S(N)(=O)=O)cc3)c3ccccc3n2)cc1C. The result is 0 (unstable in rat liver microsomes). (3) The molecule is CC(=O)NCCC[C@@](O)(c1cccc(F)c1-c1cccc(C)c1)[C@@H]1CCCN(C(=O)[C@H]2C[C@@H](N)[C@@H](O)C2)C1. The result is 0 (unstable in rat liver microsomes). (4) The drug is CC(=O)c1c(F)c(C(=O)NOC[C@H](O)CO)c(Nc2ccc(I)cc2F)n1C. The result is 1 (stable in rat liver microsomes).